From a dataset of Reaction yield outcomes from USPTO patents with 853,638 reactions. Predict the reaction yield, written as a fraction of the theoretical maximum amount of product (1.0 means a 100% yield; for example, 0.34 means a 34% yield). (1) The reactants are [Cl:1][C:2]1[CH:7]=[CH:6][C:5]([C:8]2[CH:13]=[CH:12][N+:11]([O-])=[CH:10][CH:9]=2)=[CH:4][CH:3]=1.C(OC(=O)C)(=[O:17])C. No catalyst specified. The product is [Cl:1][C:2]1[CH:7]=[CH:6][C:5]([C:8]2[CH:13]=[CH:12][NH:11][C:10](=[O:17])[CH:9]=2)=[CH:4][CH:3]=1. The yield is 0.480. (2) The reactants are [N+:1]([C:4]1[CH:9]=[CH:8][C:7]([CH:10]([CH2:15][C:16]([OH:18])=[O:17])[CH2:11][C:12]([OH:14])=O)=[CH:6][CH:5]=1)([O-:3])=[O:2].C(OC(=O)C)(=O)C. The catalyst is CCOCC. The product is [N+:1]([C:4]1[CH:5]=[CH:6][C:7]([CH:10]2[CH2:11][C:12](=[O:14])[O:18][C:16](=[O:17])[CH2:15]2)=[CH:8][CH:9]=1)([O-:3])=[O:2]. The yield is 0.700. (3) The product is [C:1]([C:4]1[S:5][CH:6]=[CH:7][C:8]=1[NH:9][CH:10]([C:14]1[CH:19]=[CH:18][CH:17]=[CH:16][CH:15]=1)[C:11]([O:13][C@@H:22]1[CH:23]2[CH2:26][CH2:27][N:20]([CH2:25][CH2:24]2)[CH2:21]1)=[O:12])(=[O:3])[NH2:2]. The catalyst is C1COCC1. The yield is 0.0600. The reactants are [C:1]([C:4]1[S:5][CH:6]=[CH:7][C:8]=1[NH:9][CH:10]([C:14]1[CH:19]=[CH:18][CH:17]=[CH:16][CH:15]=1)[C:11]([OH:13])=[O:12])(=[O:3])[NH2:2].[N:20]12[CH2:27][CH2:26][CH:23]([CH2:24][CH2:25]1)[C@@H:22](O)[CH2:21]2.C1CCC(N=C=NC2CCCCC2)CC1.C1C=CC2N(O)N=NC=2C=1. (4) The reactants are F[C:2]1[CH:3]=[C:4]([CH3:11])[CH:5]=[CH:6][C:7]=1[N+:8]([O-:10])=[O:9].C(N(C(C)C)CC)(C)C.Cl.Cl.[CH3:23][CH:24]([O:26][C@H:27]1[CH2:32][CH2:31][C@H:30]([N:33]2[CH2:38][CH2:37][CH:36]([NH2:39])[CH2:35][CH2:34]2)[CH2:29][CH2:28]1)[CH3:25]. The catalyst is CN(C)C=O. The product is [CH3:25][CH:24]([O:26][C@H:27]1[CH2:28][CH2:29][C@H:30]([N:33]2[CH2:34][CH2:35][CH:36]([NH:39][C:2]3[CH:3]=[C:4]([CH3:11])[CH:5]=[CH:6][C:7]=3[N+:8]([O-:10])=[O:9])[CH2:37][CH2:38]2)[CH2:31][CH2:32]1)[CH3:23]. The yield is 0.740. (5) The reactants are [CH2:1]([N:5]1[C:14](=[O:15])[C:13]([C:16]#[N:17])=[C:12]2[C:7]([CH2:8][CH2:9][CH2:10][CH2:11]2)=[CH:6]1)[CH2:2][CH2:3][CH3:4].C1(C)C=CC=CC=1.[H-].C([Al+]CC(C)C)C(C)C.Cl. The catalyst is C1(C)C=CC=CC=1. The product is [CH2:1]([N:5]1[C:14](=[O:15])[CH:13]([C:16]#[N:17])[C:12]2[CH2:11][CH2:10][CH2:9][CH2:8][C:7]=2[CH2:6]1)[CH2:2][CH2:3][CH3:4]. The yield is 0.700. (6) The reactants are Br[C:2]1[CH:3]=[N:4][CH:5]=[C:6]([CH3:8])[CH:7]=1.[B:9]1([B:9]2[O:14][CH2:13][C:12]([CH3:16])([CH3:15])[CH2:11][O:10]2)[O:14][CH2:13][C:12]([CH3:16])([CH3:15])[CH2:11][O:10]1.C([O-])(=O)C.[K+].ClCCl. The catalyst is O1CCOCC1.C1C=CC(P(C2C=CC=CC=2)[C-]2C=CC=C2)=CC=1.C1C=CC(P(C2C=CC=CC=2)[C-]2C=CC=C2)=CC=1.Cl[Pd]Cl.[Fe+2]. The product is [CH3:15][C:12]1([CH3:16])[CH2:13][O:14][B:9]([C:2]2[CH:3]=[N:4][CH:5]=[C:6]([CH3:8])[CH:7]=2)[O:10][CH2:11]1. The yield is 0.250. (7) The reactants are Cl.[CH2:2]1[CH2:6][O:5][C:4]2[CH:7]=[CH:8][C:9]3[CH2:10][CH2:11][C@@H:12]([CH2:14][CH2:15][NH2:16])[C:13]=3[C:3]1=2.[OH-].[Na+].[C:19](OC(=O)C)(=[O:21])[CH3:20].O. The product is [CH2:2]1[CH2:6][O:5][C:4]2[CH:7]=[CH:8][C:9]3[CH2:10][CH2:11][C@@H:12]([CH2:14][CH2:15][NH:16][C:19](=[O:21])[CH3:20])[C:13]=3[C:3]1=2. The catalyst is O1CCCC1. The yield is 0.948. (8) The reactants are Br[C:2]1[CH:7]=[CH:6][C:5]([NH:8][C:9]([C:11]2[NH:12][CH:13]=[C:14]([C:16]#[N:17])[N:15]=2)=[O:10])=[C:4]([C:18]2[CH2:23][CH2:22][CH2:21][CH2:20][CH:19]=2)[CH:3]=1.C([Mg]Cl)(C)C.C([Li])(C)(C)C.[CH3:34][C:35]([CH3:37])=[O:36].[NH4+].[Cl-]. The catalyst is C1COCC1.CCOC(C)=O. The product is [C:18]1([C:4]2[CH:3]=[C:2]([C:35]([OH:36])([CH3:37])[CH3:34])[CH:7]=[CH:6][C:5]=2[NH:8][C:9]([C:11]2[NH:12][CH:13]=[C:14]([C:16]#[N:17])[N:15]=2)=[O:10])[CH2:23][CH2:22][CH2:21][CH2:20][CH:19]=1. The yield is 0.680. (9) The reactants are [CH2:1]([NH:3][C:4]1[C:13]([CH:14]=[O:15])=[CH:12][C:11]2[CH:10]=[C:9]3[O:16][CH2:17][O:18][C:8]3=[CH:7][C:6]=2[N:5]=1)[CH3:2].[BH4-].[Na+].Cl.C([O-])(O)=O.[Na+]. The catalyst is C1COCC1.CCO. The product is [CH2:1]([NH:3][C:4]1[C:13]([CH2:14][OH:15])=[CH:12][C:11]2[CH:10]=[C:9]3[O:16][CH2:17][O:18][C:8]3=[CH:7][C:6]=2[N:5]=1)[CH3:2]. The yield is 0.950.